From a dataset of Forward reaction prediction with 1.9M reactions from USPTO patents (1976-2016). Predict the product of the given reaction. (1) Given the reactants [CH3:1][N:2]1[CH:6]=[C:5]([C:7]2[N:12]=[C:11]([C:13]3[CH:14]=[N:15][N:16]([C:18]4([CH2:27][C:28]#[N:29])[CH2:21][N:20]([CH2:22][C:23]([F:26])([F:25])[F:24])[CH2:19]4)[CH:17]=3)[N:10]3[CH:30]=[CH:31][N:32]=[C:9]3[CH:8]=2)[CH:4]=[N:3]1.C([O-])(O)=O.[Na+].[Cl:38]N1C(=O)CCC1=O, predict the reaction product. The product is: [Cl:38][C:30]1[N:10]2[C:11]([C:13]3[CH:14]=[N:15][N:16]([C:18]4([CH2:27][C:28]#[N:29])[CH2:21][N:20]([CH2:22][C:23]([F:24])([F:26])[F:25])[CH2:19]4)[CH:17]=3)=[N:12][C:7]([C:5]3[CH:4]=[N:3][N:2]([CH3:1])[CH:6]=3)=[CH:8][C:9]2=[N:32][CH:31]=1. (2) Given the reactants [CH2:1]([C:3]1[CH:8]=[CH:7][C:6]([N:9]2[CH2:24][CH:12]3[CH2:13][N:14](C(OC(C)(C)C)=O)[CH2:15][CH2:16][N:11]3[C:10]2=[O:25])=[CH:5][CH:4]=1)[CH3:2].C(OCC)(=O)C.[ClH:32], predict the reaction product. The product is: [ClH:32].[CH2:1]([C:3]1[CH:4]=[CH:5][C:6]([N:9]2[CH2:24][CH:12]3[CH2:13][NH:14][CH2:15][CH2:16][N:11]3[C:10]2=[O:25])=[CH:7][CH:8]=1)[CH3:2]. (3) Given the reactants Cl.[CH2:2]([NH:9][OH:10])[C:3]1[CH:8]=[CH:7][CH:6]=[CH:5][CH:4]=1.[N:11]1([S:21]([C:24]2[CH:31]=[CH:30][CH:29]=[CH:28][C:25]=2[CH:26]=O)(=[O:23])=[O:22])[C:20]2[C:15](=[CH:16][CH:17]=[CH:18][CH:19]=2)[CH2:14][CH2:13][CH2:12]1, predict the reaction product. The product is: [CH2:2]([N+:9]([O-:10])=[CH:26][C:25]1[CH:28]=[CH:29][CH:30]=[CH:31][C:24]=1[S:21]([N:11]1[C:20]2[C:15](=[CH:16][CH:17]=[CH:18][CH:19]=2)[CH2:14][CH2:13][CH2:12]1)(=[O:23])=[O:22])[C:3]1[CH:8]=[CH:7][CH:6]=[CH:5][CH:4]=1. (4) Given the reactants [CH3:1][O:2][C:3](=[O:44])[C:4]([C:7]1[CH:12]=[CH:11][C:10]([NH:13][C:14]([C@H:16]2[C@H:20]([C:21]3[CH:26]=[CH:25][CH:24]=[C:23]([Cl:27])[C:22]=3[F:28])[C@:19]([C:31]3[CH:36]=[CH:35][C:34]([Cl:37])=[CH:33][C:32]=3[F:38])([C:29]#[N:30])[C@H:18]([CH2:39][C:40]([CH3:43])([CH3:42])[CH3:41])[NH:17]2)=[O:15])=[CH:9][CH:8]=1)([CH3:6])[CH3:5].C=O.[C:47](O[BH-](OC(=O)C)OC(=O)C)(=O)C.[Na+], predict the reaction product. The product is: [CH3:1][O:2][C:3](=[O:44])[C:4]([C:7]1[CH:12]=[CH:11][C:10]([NH:13][C:14]([C@H:16]2[C@H:20]([C:21]3[CH:26]=[CH:25][CH:24]=[C:23]([Cl:27])[C:22]=3[F:28])[C@:19]([C:31]3[CH:36]=[CH:35][C:34]([Cl:37])=[CH:33][C:32]=3[F:38])([C:29]#[N:30])[C@H:18]([CH2:39][C:40]([CH3:43])([CH3:42])[CH3:41])[N:17]2[CH3:47])=[O:15])=[CH:9][CH:8]=1)([CH3:6])[CH3:5]. (5) Given the reactants [N:1]1[CH:6]=[CH:5][CH:4]=[C:3]([O:7][C:8]2[CH:23]=[CH:22][C:11]([C:12]([O:14]CC3C=CC=CC=3)=[O:13])=[CH:10][CH:9]=2)[CH:2]=1, predict the reaction product. The product is: [N:1]1[CH:6]=[CH:5][CH:4]=[C:3]([O:7][C:8]2[CH:23]=[CH:22][C:11]([C:12]([OH:14])=[O:13])=[CH:10][CH:9]=2)[CH:2]=1.